From a dataset of Catalyst prediction with 721,799 reactions and 888 catalyst types from USPTO. Predict which catalyst facilitates the given reaction. Reactant: [OH-].[Na+].[F:3][C:4]1[CH:24]=[CH:23][C:22]([N:25]2[CH2:30][CH2:29][CH2:28][CH:27]([CH2:31][OH:32])[CH2:26]2)=[CH:21][C:5]=1[C:6]([NH:8][C:9]1[C:10]([CH3:20])=[C:11]([CH:16]=[CH:17][C:18]=1[CH3:19])[C:12]([O:14]C)=[O:13])=[O:7].CCO. Product: [F:3][C:4]1[CH:24]=[CH:23][C:22]([N:25]2[CH2:30][CH2:29][CH2:28][CH:27]([CH2:31][OH:32])[CH2:26]2)=[CH:21][C:5]=1[C:6]([NH:8][C:9]1[C:10]([CH3:20])=[C:11]([CH:16]=[CH:17][C:18]=1[CH3:19])[C:12]([OH:14])=[O:13])=[O:7]. The catalyst class is: 90.